From a dataset of Forward reaction prediction with 1.9M reactions from USPTO patents (1976-2016). Predict the product of the given reaction. (1) The product is: [I:18]/[CH:19]=[CH:20]\[CH2:21][CH2:22][CH2:23][CH2:24][O:17][C:14]1[CH:13]=[CH:12][C:11]([CH2:10][CH2:9][C:3]2([CH2:2][OH:1])[CH2:7][O:6][C:5]([CH3:8])=[N:4]2)=[CH:16][CH:15]=1. Given the reactants [OH:1][CH2:2][C:3]1([CH2:9][CH2:10][C:11]2[CH:16]=[CH:15][C:14]([OH:17])=[CH:13][CH:12]=2)[CH2:7][O:6][C:5]([CH3:8])=[N:4]1.[I:18]/[CH:19]=[CH:20]\[CH2:21][CH2:22][CH2:23][CH2:24]O, predict the reaction product. (2) Given the reactants [NH2:1][C:2]1[CH:7]=[CH:6][N:5]=[CH:4][C:3]=1I.FC(F)(F)C(OC(=O)C(F)(F)F)=O.C(=O)([O-])[O-].[K+].[K+].Cl[CH2:29][CH2:30][CH2:31][C:32]#[CH:33].[I-].[Na+].[H-].[Na+], predict the reaction product. The product is: [CH2:31]1[C:30]2=[CH:29][C:3]3[CH:4]=[N:5][CH:6]=[CH:7][C:2]=3[N:1]2[CH2:33][CH2:32]1. (3) The product is: [C:1]([O:5][C:6]([N:8]1[CH:9]([C:17]2[CH:22]=[CH:21][CH:20]=[CH:19][CH:18]=2)[CH2:10][C:11]2[NH:24][N:25]=[CH:14][C:12]=2[CH2:13]1)=[O:7])([CH3:4])([CH3:3])[CH3:2]. Given the reactants [C:1]([O:5][C:6]([N:8]1[CH2:13][C:12](=[CH:14]O)[C:11](=O)[CH2:10][CH:9]1[C:17]1[CH:22]=[CH:21][CH:20]=[CH:19][CH:18]=1)=[O:7])([CH3:4])([CH3:3])[CH3:2].O.[NH2:24][NH2:25], predict the reaction product. (4) Given the reactants B([C:4]1[CH:12]=[CH:11][C:7]([C:8]([OH:10])=[O:9])=[CH:6][CH:5]=1)(O)O.Br[C:14]1[CH:19]=[CH:18][N:17]=[CH:16][CH:15]=1.C(=O)([O-])[O-].[K+].[K+], predict the reaction product. The product is: [N:17]1[CH:18]=[CH:19][C:14]([C:4]2[CH:12]=[CH:11][C:7]([C:8]([OH:10])=[O:9])=[CH:6][CH:5]=2)=[CH:15][CH:16]=1. (5) Given the reactants [CH3:1][O:2][C:3]1[C:11]2[N:10]=[C:9]([C:12]3[S:13][CH:14]=[CH:15][CH:16]=3)[NH:8][C:7]=2[C:6]([C:17]([OH:19])=O)=[CH:5][CH:4]=1.[NH2:20][C@@H:21]1[CH2:26][CH2:25][CH2:24][N:23]([C:27]([O:29][C:30]([CH3:33])([CH3:32])[CH3:31])=[O:28])[CH2:22]1, predict the reaction product. The product is: [CH3:1][O:2][C:3]1[C:11]2[NH:10][C:9]([C:12]3[S:13][CH:14]=[CH:15][CH:16]=3)=[N:8][C:7]=2[C:6]([C:17]([NH:20][C@@H:21]2[CH2:26][CH2:25][CH2:24][N:23]([C:27]([O:29][C:30]([CH3:33])([CH3:32])[CH3:31])=[O:28])[CH2:22]2)=[O:19])=[CH:5][CH:4]=1. (6) Given the reactants C(OC([N:8]([CH2:39][CH:40]1[CH2:45][CH2:44][O:43][CH2:42][CH2:41]1)[C:9]1[CH:10]=[C:11]([C:16]2[C:21]([Cl:22])=[CH:20][N:19]=[C:18]([NH:23][C:24]([C@@H:26]3[CH2:31][CH2:30][CH2:29][N:28](C(OC(C)(C)C)=O)[CH2:27]3)=[O:25])[CH:17]=2)[CH:12]=[CH:13][C:14]=1[Cl:15])=O)(C)(C)C.Cl, predict the reaction product. The product is: [Cl:22][C:21]1[C:16]([C:11]2[CH:12]=[CH:13][C:14]([Cl:15])=[C:9]([NH:8][CH2:39][CH:40]3[CH2:41][CH2:42][O:43][CH2:44][CH2:45]3)[CH:10]=2)=[CH:17][C:18]([NH:23][C:24]([C@@H:26]2[CH2:31][CH2:30][CH2:29][NH:28][CH2:27]2)=[O:25])=[N:19][CH:20]=1. (7) Given the reactants [CH3:1][C:2]1[C:3]([N:8](COCCOC)[S:9]([C:12]2[S:13][C:14]([CH3:44])=[CH:15][C:16]=2[C:17]2[CH:22]=[CH:21][C:20]([CH2:23][N:24]3[C:32]4[CH:31]=[C:30]([CH3:33])[N:29]=[C:28]([CH3:34])[C:27]=4[C:26]([C:35]4[S:36][CH:37]=[CH:38][CH:39]=4)=[N:25]3)=[CH:19][C:18]=2[CH2:40][O:41][CH2:42][CH3:43])(=[O:11])=[O:10])=[N:4][O:5][C:6]=1[CH3:7].C(O)C.Cl.C(=O)(O)[O-].[Na+], predict the reaction product. The product is: [CH3:1][C:2]1[C:3]([NH:8][S:9]([C:12]2[S:13][C:14]([CH3:44])=[CH:15][C:16]=2[C:17]2[CH:22]=[CH:21][C:20]([CH2:23][N:24]3[C:32]4[CH:31]=[C:30]([CH3:33])[N:29]=[C:28]([CH3:34])[C:27]=4[C:26]([C:35]4[S:36][CH:37]=[CH:38][CH:39]=4)=[N:25]3)=[CH:19][C:18]=2[CH2:40][O:41][CH2:42][CH3:43])(=[O:11])=[O:10])=[N:4][O:5][C:6]=1[CH3:7]. (8) Given the reactants Br[C:2]1[N:6]([CH:7]([CH3:9])[CH3:8])[C:5]2[CH:10]([C:25]3[CH:30]=[CH:29][C:28]([Cl:31])=[CH:27][CH:26]=3)[N:11]([C:14]3[CH:15]=[C:16]([CH3:24])[C:17]4[N:21]=[N:20][N:19]([CH3:22])[C:18]=4[CH:23]=3)[C:12](=[O:13])[C:4]=2[N:3]=1.[CH3:32][O:33][C:34]1[C:39](B(O)O)=[CH:38][CH:37]=[CH:36][N:35]=1.C([O-])(O)=O.[Na+], predict the reaction product. The product is: [Cl:31][C:28]1[CH:29]=[CH:30][C:25]([CH:10]2[C:5]3[N:6]([CH:7]([CH3:9])[CH3:8])[C:2]([C:39]4[C:34]([O:33][CH3:32])=[N:35][CH:36]=[CH:37][CH:38]=4)=[N:3][C:4]=3[C:12](=[O:13])[N:11]2[C:14]2[CH:15]=[C:16]([CH3:24])[C:17]3[N:21]=[N:20][N:19]([CH3:22])[C:18]=3[CH:23]=2)=[CH:26][CH:27]=1. (9) Given the reactants [N+:1]([CH2:4][C:5]([O:7][CH2:8][CH3:9])=[O:6])([O-:3])=O.[CH:10]([CH:12]1[CH2:17][CH2:16][CH2:15][CH2:14][CH2:13]1)=[CH2:11].N12CCN(CC1)CC2, predict the reaction product. The product is: [C:12]1([CH:10]2[O:3][N:1]=[C:4]([C:5]([O:7][CH2:8][CH3:9])=[O:6])[CH2:11]2)[CH:17]=[CH:16][CH:15]=[CH:14][CH:13]=1.